This data is from Full USPTO retrosynthesis dataset with 1.9M reactions from patents (1976-2016). The task is: Predict the reactants needed to synthesize the given product. (1) Given the product [Cl:37][C:35]1[CH:34]=[CH:33][C:32]([F:38])=[C:31]([C:25]2[N:24]=[C:23]([NH:22][C:21]3[C:16]([C:14]([NH:13][CH:11]4[CH2:10][CH:9]([C:39](=[O:43])[N:40]([CH3:42])[CH3:41])[NH:8][CH2:12]4)=[O:15])=[CH:17][N:18]=[CH:19][CH:20]=3)[C:28]([O:29][CH3:30])=[CH:27][N:26]=2)[CH:36]=1, predict the reactants needed to synthesize it. The reactants are: C(OC([N:8]1[CH2:12][CH:11]([NH:13][C:14]([C:16]2[CH:17]=[N:18][CH:19]=[CH:20][C:21]=2[NH:22][C:23]2[C:28]([O:29][CH3:30])=[CH:27][N:26]=[C:25]([C:31]3[CH:36]=[C:35]([Cl:37])[CH:34]=[CH:33][C:32]=3[F:38])[N:24]=2)=[O:15])[CH2:10][CH:9]1[C:39](=[O:43])[N:40]([CH3:42])[CH3:41])=O)(C)(C)C. (2) Given the product [C:1]([N:34]1[CH2:33][CH2:32][N:31]([C:28]2[CH:29]=[CH:30][C:25]([C:23]3[N:22]=[C:21]([O:37][C@@H:38]([C@H:40]4[CH2:44][NH:43][C:42](=[O:45])[CH2:41]4)[CH3:39])[C:20]4[N:19]([N:18]=[CH:17][C:16]=4[CH3:15])[CH:24]=3)=[CH:26][CH:27]=2)[CH2:36][CH2:35]1)(=[O:3])[CH3:2], predict the reactants needed to synthesize it. The reactants are: [C:1](OC(=O)C)(=[O:3])[CH3:2].FC(F)(F)C(O)=O.[CH3:15][C:16]1[CH:17]=[N:18][N:19]2[CH:24]=[C:23]([C:25]3[CH:30]=[CH:29][C:28]([N:31]4[CH2:36][CH2:35][NH:34][CH2:33][CH2:32]4)=[CH:27][CH:26]=3)[N:22]=[C:21]([O:37][C@@H:38]([C@H:40]3[CH2:44][NH:43][C:42](=[O:45])[CH2:41]3)[CH3:39])[C:20]=12.C(N(CC)CC)C.